This data is from Catalyst prediction with 721,799 reactions and 888 catalyst types from USPTO. The task is: Predict which catalyst facilitates the given reaction. (1) Reactant: [H][H].[C:3]1([C:9]([CH2:11][C:12]([C:15]2[CH:20]=[CH:19][CH:18]=[CH:17][CH:16]=2)([CH3:14])[CH3:13])=[CH2:10])[CH:8]=[CH:7][CH:6]=[CH:5][CH:4]=1. Product: [C:15]1([C:12]([CH3:14])([CH2:11][CH:9]([C:3]2[CH:4]=[CH:5][CH:6]=[CH:7][CH:8]=2)[CH3:10])[CH3:13])[CH:20]=[CH:19][CH:18]=[CH:17][CH:16]=1. The catalyst class is: 1. (2) Reactant: [C:1]([O:5][C:6](=[O:41])[C@@H:7]([NH:20][C:21](=[O:40])[NH:22][C@@H:23]([CH2:31][CH2:32][C:33]([O:35][C:36]([CH3:39])([CH3:38])[CH3:37])=[O:34])[C:24]([O:26][C:27]([CH3:30])([CH3:29])[CH3:28])=[O:25])[CH2:8][CH2:9][C:10](ON1C(=O)CCC1=O)=[O:11])([CH3:4])([CH3:3])[CH3:2].[NH2:42][C@@H:43]([CH2:47][CH2:48][CH2:49][CH2:50][N:51]([CH2:78][C:79]1[N:80]([CH2:84][C:85]([N:87]([CH2:96][C:97]([O:99][C:100]([CH3:103])([CH3:102])[CH3:101])=[O:98])[CH2:88][C:89](=[O:95])[O:90][C:91]([CH3:94])([CH3:93])[CH3:92])=[O:86])[CH:81]=[CH:82][N:83]=1)[CH2:52][C:53]1[N:54]([CH2:58][C:59](=[O:77])[N:60]([CH2:69][C:70](=[O:76])[O:71][C:72]([CH3:75])([CH3:74])[CH3:73])[CH2:61][C:62](=[O:68])[O:63][C:64]([CH3:67])([CH3:66])[CH3:65])[CH:55]=[CH:56][N:57]=1)[C:44]([OH:46])=[O:45].CCN(C(C)C)C(C)C. Product: [C:100]([O:99][C:97](=[O:98])[CH2:96][N:87]([CH2:88][C:89](=[O:95])[O:90][C:91]([CH3:94])([CH3:93])[CH3:92])[C:85](=[O:86])[CH2:84][N:80]1[CH:81]=[CH:82][N:83]=[C:79]1[CH2:78][N:51]([CH2:52][C:53]1[N:54]([CH2:58][C:59](=[O:77])[N:60]([CH2:69][C:70](=[O:76])[O:71][C:72]([CH3:75])([CH3:74])[CH3:73])[CH2:61][C:62](=[O:68])[O:63][C:64]([CH3:65])([CH3:67])[CH3:66])[CH:55]=[CH:56][N:57]=1)[CH2:50][CH2:49][CH2:48][CH2:47][C@H:43]([NH:42][C:10](=[O:11])[CH2:9][CH2:8][C@@H:7]([C:6]([O:5][C:1]([CH3:4])([CH3:3])[CH3:2])=[O:41])[NH:20][C:21](=[O:40])[NH:22][C@H:23]([C:24]([O:26][C:27]([CH3:28])([CH3:29])[CH3:30])=[O:25])[CH2:31][CH2:32][C:33](=[O:34])[O:35][C:36]([CH3:39])([CH3:38])[CH3:37])[C:44]([OH:46])=[O:45])([CH3:103])([CH3:102])[CH3:101]. The catalyst class is: 3. (3) Reactant: [CH3:1][O:2][C:3](=[O:32])[C:4]1[CH:9]=[CH:8][C:7]([NH:10][C:11]([O:13][C:14]([CH3:17])([CH3:16])[CH3:15])=[O:12])=[C:6]([N:18]([CH3:31])S(C2C=CC=CC=2[N+]([O-])=O)(=O)=O)[CH:5]=1.C(=O)([O-])[O-].[K+].[K+].C1(S)C=CC=CC=1.O. Product: [CH3:1][O:2][C:3](=[O:32])[C:4]1[CH:9]=[CH:8][C:7]([NH:10][C:11]([O:13][C:14]([CH3:16])([CH3:17])[CH3:15])=[O:12])=[C:6]([NH:18][CH3:31])[CH:5]=1. The catalyst class is: 42. (4) Reactant: Cl[C:2]1[CH:11]=[CH:10][N:9]=[C:8]2[C:3]=1[CH:4]=[CH:5][C:6]([CH3:12])=[N:7]2.[NH2:13][C:14]1[CH:19]=[C:18]([O:20][CH2:21][C:22]([CH3:24])=[CH2:23])[CH:17]=[CH:16][C:15]=1[S:25][C:26]1[CH:31]=[CH:30][C:29]([NH:32][C:33](=[O:35])[CH3:34])=[CH:28][CH:27]=1. Product: [CH3:24][C:22](=[CH2:23])[CH2:21][O:20][C:18]1[CH:17]=[CH:16][C:15]([S:25][C:26]2[CH:31]=[CH:30][C:29]([NH:32][C:33](=[O:35])[CH3:34])=[CH:28][CH:27]=2)=[C:14]([NH:13][C:2]2[C:3]3[C:8](=[N:7][C:6]([CH3:12])=[CH:5][CH:4]=3)[N:9]=[CH:10][CH:11]=2)[CH:19]=1. The catalyst class is: 8. (5) Reactant: Br[CH2:2][CH2:3][C:4]1[CH:9]=[CH:8][CH:7]=[CH:6][CH:5]=1.C([Li])(C)(C)C.[Cl:15][C:16]1[N:21]=[C:20]([Cl:22])[CH:19]=[CH:18][N:17]=1. Product: [Cl:15][C:16]1[N:21]=[C:20]([Cl:22])[CH:19]=[C:18]([CH2:2][CH2:3][C:4]2[CH:9]=[CH:8][CH:7]=[CH:6][CH:5]=2)[N:17]=1. The catalyst class is: 27. (6) Reactant: [CH2:1]([O:8][C:9]1[CH:10]=[C:11]2[C:15](=[CH:16][CH:17]=1)[NH:14][N:13]=[C:12]2[C:18]([OH:20])=O)[C:2]1[CH:7]=[CH:6][CH:5]=[CH:4][CH:3]=1.[CH3:21][NH:22][O:23][CH3:24].N1C=CC=CC=1.CCN=C=NCCCN(C)C. Product: [CH2:1]([O:8][C:9]1[CH:10]=[C:11]2[C:15](=[CH:16][CH:17]=1)[NH:14][N:13]=[C:12]2[C:18]([N:22]([O:23][CH3:24])[CH3:21])=[O:20])[C:2]1[CH:3]=[CH:4][CH:5]=[CH:6][CH:7]=1. The catalyst class is: 20. (7) Reactant: C[O:2][C:3]([C:5]1([NH:14][C:15](=[O:33])[C:16]2[CH:21]=[CH:20][C:19]([OH:22])=[C:18]([O:23][CH2:24][CH2:25][C:26]3[CH:27]=[C:28]([CH3:32])[CH:29]=[CH:30][CH:31]=3)[CH:17]=2)[CH2:13][C:12]2[C:7](=[CH:8][CH:9]=[CH:10][CH:11]=2)[CH2:6]1)=[O:4].C(=O)([O-])[O-].[K+].[K+].[C:40]([O:43][CH2:44][CH2:45]Br)(=[O:42])[CH3:41]. Product: [C:40]([O:43][CH2:44][CH2:45][O:22][C:19]1[CH:20]=[CH:21][C:16]([C:15]([NH:14][C:5]2([C:3]([OH:2])=[O:4])[CH2:13][C:12]3[C:7](=[CH:8][CH:9]=[CH:10][CH:11]=3)[CH2:6]2)=[O:33])=[CH:17][C:18]=1[O:23][CH2:24][CH2:25][C:26]1[CH:27]=[C:28]([CH3:32])[CH:29]=[CH:30][CH:31]=1)(=[O:42])[CH3:41]. The catalyst class is: 3.